This data is from Catalyst prediction with 721,799 reactions and 888 catalyst types from USPTO. The task is: Predict which catalyst facilitates the given reaction. (1) Reactant: [NH2:1][C:2]1[S:6][C:5]([C:7]2[C:12]([F:13])=[CH:11][CH:10]=[CH:9][C:8]=2[F:14])=[N:4][C:3]=1[C:15]([NH:17][C:18]1[CH:19]=[N:20][S:21][C:22]=1[O:23][CH:24]1[CH2:29][CH2:28][N:27](C(OC(C)(C)C)=O)[CH2:26][CH2:25]1)=[O:16].FC(F)(F)C(O)=O. Product: [NH2:1][C:2]1[S:6][C:5]([C:7]2[C:12]([F:13])=[CH:11][CH:10]=[CH:9][C:8]=2[F:14])=[N:4][C:3]=1[C:15]([NH:17][C:18]1[CH:19]=[N:20][S:21][C:22]=1[O:23][CH:24]1[CH2:25][CH2:26][NH:27][CH2:28][CH2:29]1)=[O:16]. The catalyst class is: 2. (2) Reactant: C[O:2][C:3](=[O:19])[CH:4]([C:9]1[C:14]([F:15])=[CH:13][CH:12]=[CH:11][C:10]=1[N+:16]([O-:18])=[O:17])C(OC)=O.Cl. Product: [F:15][C:14]1[C:9]([CH2:4][C:3]([OH:19])=[O:2])=[C:10]([N+:16]([O-:18])=[O:17])[CH:11]=[CH:12][CH:13]=1. The catalyst class is: 6. (3) Reactant: C(NC([C:8]1[CH:25]=[CH:24][C:11]2[NH:12][C:13]([C:15]3[C:23]4[C:18](=CC=CC=4)[NH:17][N:16]=3)=[N:14][C:10]=2[CH:9]=1)=O)C(C)C.C1(N)C=CC=CC=1N.S(=O)(O)[O-].[Na+]. Product: [NH:17]1[CH:18]=[CH:23][C:15]([C:13]2[NH:12][C:11]3[CH:24]=[CH:25][CH:8]=[CH:9][C:10]=3[N:14]=2)=[N:16]1. The catalyst class is: 9. (4) Reactant: [Br:1][C:2]1[N:3]=[C:4]([CH:12]2[CH2:15][C:14](=[O:16])[CH2:13]2)[N:5]2[CH:10]=[CH:9][N:8]=[C:7]([Cl:11])[C:6]=12.[CH3:17][Mg]Cl. Product: [Br:1][C:2]1[N:3]=[C:4]([CH:12]2[CH2:13][C:14]([CH3:17])([OH:16])[CH2:15]2)[N:5]2[CH:10]=[CH:9][N:8]=[C:7]([Cl:11])[C:6]=12. The catalyst class is: 1.